From a dataset of Reaction yield outcomes from USPTO patents with 853,638 reactions. Predict the reaction yield, written as a fraction of the theoretical maximum amount of product (1.0 means a 100% yield; for example, 0.34 means a 34% yield). (1) The reactants are C[Si]([N-][Si](C)(C)C)(C)C.[K+].[NH2:11][C:12]1[N:19]=[CH:18][C:17]([Br:20])=[CH:16][C:13]=1[C:14]#[N:15].[C:21](Cl)(=[O:23])[CH3:22]. The catalyst is C1COCC1. The product is [Br:20][C:17]1[CH:16]=[C:13]([C:14]#[N:15])[C:12]([NH:11][C:21](=[O:23])[CH3:22])=[N:19][CH:18]=1. The yield is 0.700. (2) The reactants are Br[C:2]1[CH:19]=[CH:18][C:5]([CH2:6][O:7][Si:8]([CH:15]([CH3:17])[CH3:16])([CH:12]([CH3:14])[CH3:13])[CH:9]([CH3:11])[CH3:10])=[CH:4][CH:3]=1.O1CCCC1.C([Li])CCC.[C:30]([C:32]1[CH:33]=[C:34]([CH:37]=[CH:38][CH:39]=1)[CH:35]=[O:36])#[N:31]. The catalyst is [Cl-].[NH4+].C(OCC)(=O)C. The product is [OH:36][CH:35]([C:2]1[CH:19]=[CH:18][C:5]([CH2:6][O:7][Si:8]([CH:15]([CH3:17])[CH3:16])([CH:12]([CH3:14])[CH3:13])[CH:9]([CH3:11])[CH3:10])=[CH:4][CH:3]=1)[C:34]1[CH:33]=[C:32]([CH:39]=[CH:38][CH:37]=1)[C:30]#[N:31]. The yield is 0.750. (3) The reactants are [F:1][CH2:2][C@@H:3]1[CH2:7][N:6]([C@@H:8]([C:10]2[CH:15]=[CH:14][CH:13]=[CH:12][CH:11]=2)[CH3:9])[C:5](=[O:16])[CH2:4]1.Cl[C:18]([O:20][CH2:21][CH3:22])=[O:19].C[Si]([N-][Si](C)(C)C)(C)C.[Li+].[Cl-].[NH4+]. The catalyst is O1CCCC1. The product is [CH2:21]([O:20][C:18]([C@H:4]1[C@H:3]([CH2:2][F:1])[CH2:7][N:6]([C@@H:8]([C:10]2[CH:15]=[CH:14][CH:13]=[CH:12][CH:11]=2)[CH3:9])[C:5]1=[O:16])=[O:19])[CH3:22]. The yield is 0.850. (4) The reactants are C(OC([N:11]1[CH2:16][CH2:15][CH:14]([N:17]([C:27]2[CH:31]=[CH:30][S:29][C:28]=2[C:32]([O:34][CH3:35])=[O:33])[C:18]([C@H:20]2[CH2:25][CH2:24][C@H:23]([CH3:26])[CH2:22][CH2:21]2)=[O:19])[CH2:13][CH2:12]1)=O)C1C=CC=CC=1. The catalyst is CCOC(C)=O.[Pd]. The product is [CH3:35][O:34][C:32]([C:28]1[S:29][CH:30]=[CH:31][C:27]=1[N:17]([C:18]([C@H:20]1[CH2:21][CH2:22][C@H:23]([CH3:26])[CH2:24][CH2:25]1)=[O:19])[CH:14]1[CH2:13][CH2:12][NH:11][CH2:16][CH2:15]1)=[O:33]. The yield is 0.456.